This data is from Catalyst prediction with 721,799 reactions and 888 catalyst types from USPTO. The task is: Predict which catalyst facilitates the given reaction. (1) Reactant: [Cl:1][C:2]1[CH:3]=[C:4]([NH:8][C:9](=[O:21])/[CH:10]=[CH:11]/[C:12]2[CH:17]=[CH:16][C:15]([O:18][CH3:19])=[C:14]([OH:20])[CH:13]=2)[CH:5]=[CH:6][CH:7]=1.C(Cl)(Cl)(Cl)Cl.CC1C=CN=C(N)C=1C.CCN(C(C)C)C(C)C.[P:45]([O-:62])([O:54][CH2:55][C:56]1[CH:61]=[CH:60][CH:59]=[CH:58][CH:57]=1)[O:46][CH2:47][C:48]1[CH:53]=[CH:52][CH:51]=[CH:50][CH:49]=1. Product: [Cl:1][C:2]1[CH:3]=[C:4]([NH:8][C:9](/[CH:10]=[CH:11]/[C:12]2[CH:17]=[CH:16][C:15]([O:18][CH3:19])=[C:14]([O:20][P:45](=[O:62])([O:54][CH2:55][C:56]3[CH:61]=[CH:60][CH:59]=[CH:58][CH:57]=3)[O:46][CH2:47][C:48]3[CH:53]=[CH:52][CH:51]=[CH:50][CH:49]=3)[CH:13]=2)=[O:21])[CH:5]=[CH:6][CH:7]=1. The catalyst class is: 23. (2) Reactant: [CH3:1][O:2][C:3]([C:5]1[CH:10]=[CH:9][C:8]([OH:11])=[CH:7][N:6]=1)=[O:4].Cl[C:13]([F:18])([F:17])C([O-])=O.[Na+].C(=O)([O-])[O-].[Cs+].[Cs+]. Product: [F:17][CH:13]([F:18])[O:11][C:8]1[CH:9]=[CH:10][C:5]([C:3]([O:2][CH3:1])=[O:4])=[N:6][CH:7]=1. The catalyst class is: 18.